From a dataset of Catalyst prediction with 721,799 reactions and 888 catalyst types from USPTO. Predict which catalyst facilitates the given reaction. Reactant: [Br:1][C:2]1[CH:7]=[C:6]([N+:8]([O-:10])=[O:9])[CH:5]=[CH:4][C:3]=1F.[OH-].[Na+].[O:14]1[CH2:18][CH2:17][CH2:16][CH:15]1[CH2:19][OH:20].Cl. Product: [Br:1][C:2]1[CH:7]=[C:6]([N+:8]([O-:10])=[O:9])[CH:5]=[CH:4][C:3]=1[O:20][CH2:19][CH:15]1[CH2:16][CH2:17][CH2:18][O:14]1. The catalyst class is: 58.